From a dataset of NCI-60 drug combinations with 297,098 pairs across 59 cell lines. Regression. Given two drug SMILES strings and cell line genomic features, predict the synergy score measuring deviation from expected non-interaction effect. (1) Drug 1: CC1=CC2C(CCC3(C2CCC3(C(=O)C)OC(=O)C)C)C4(C1=CC(=O)CC4)C. Drug 2: CN(CC1=CN=C2C(=N1)C(=NC(=N2)N)N)C3=CC=C(C=C3)C(=O)NC(CCC(=O)O)C(=O)O. Cell line: HCT-15. Synergy scores: CSS=41.9, Synergy_ZIP=2.21, Synergy_Bliss=-0.148, Synergy_Loewe=-17.4, Synergy_HSA=-1.75. (2) Drug 1: CC(C)(C#N)C1=CC(=CC(=C1)CN2C=NC=N2)C(C)(C)C#N. Drug 2: N.N.Cl[Pt+2]Cl. Cell line: RXF 393. Synergy scores: CSS=39.1, Synergy_ZIP=-0.400, Synergy_Bliss=-2.09, Synergy_Loewe=-3.54, Synergy_HSA=-3.72. (3) Synergy scores: CSS=11.6, Synergy_ZIP=-2.30, Synergy_Bliss=3.62, Synergy_Loewe=-19.8, Synergy_HSA=-1.27. Drug 1: C1=CC(=CC=C1CCC2=CNC3=C2C(=O)NC(=N3)N)C(=O)NC(CCC(=O)O)C(=O)O. Cell line: SK-MEL-28. Drug 2: CS(=O)(=O)OCCCCOS(=O)(=O)C. (4) Drug 1: CC1=C(C=C(C=C1)NC2=NC=CC(=N2)N(C)C3=CC4=NN(C(=C4C=C3)C)C)S(=O)(=O)N.Cl. Synergy scores: CSS=17.1, Synergy_ZIP=0.327, Synergy_Bliss=10.4, Synergy_Loewe=7.73, Synergy_HSA=7.91. Drug 2: CS(=O)(=O)C1=CC(=C(C=C1)C(=O)NC2=CC(=C(C=C2)Cl)C3=CC=CC=N3)Cl. Cell line: UACC-257. (5) Drug 1: CCC(=C(C1=CC=CC=C1)C2=CC=C(C=C2)OCCN(C)C)C3=CC=CC=C3.C(C(=O)O)C(CC(=O)O)(C(=O)O)O. Drug 2: CC1CCC2CC(C(=CC=CC=CC(CC(C(=O)C(C(C(=CC(C(=O)CC(OC(=O)C3CCCCN3C(=O)C(=O)C1(O2)O)C(C)CC4CCC(C(C4)OC)OCCO)C)C)O)OC)C)C)C)OC. Cell line: ACHN. Synergy scores: CSS=14.1, Synergy_ZIP=4.92, Synergy_Bliss=8.48, Synergy_Loewe=2.90, Synergy_HSA=3.63. (6) Drug 1: CS(=O)(=O)OCCCCOS(=O)(=O)C. Drug 2: N.N.Cl[Pt+2]Cl. Cell line: NCI-H522. Synergy scores: CSS=71.4, Synergy_ZIP=-2.35, Synergy_Bliss=-1.08, Synergy_Loewe=2.30, Synergy_HSA=3.12. (7) Drug 1: CC1=C(C=C(C=C1)NC2=NC=CC(=N2)N(C)C3=CC4=NN(C(=C4C=C3)C)C)S(=O)(=O)N.Cl. Drug 2: CN1CCC(CC1)COC2=C(C=C3C(=C2)N=CN=C3NC4=C(C=C(C=C4)Br)F)OC. Cell line: EKVX. Synergy scores: CSS=25.9, Synergy_ZIP=2.48, Synergy_Bliss=5.54, Synergy_Loewe=-16.5, Synergy_HSA=5.00. (8) Drug 1: CC1=CC2C(CCC3(C2CCC3(C(=O)C)OC(=O)C)C)C4(C1=CC(=O)CC4)C. Drug 2: CN(C)N=NC1=C(NC=N1)C(=O)N. Cell line: SK-MEL-28. Synergy scores: CSS=-1.70, Synergy_ZIP=2.81, Synergy_Bliss=2.28, Synergy_Loewe=-1.97, Synergy_HSA=-2.03. (9) Drug 1: CN(C(=O)NC(C=O)C(C(C(CO)O)O)O)N=O. Drug 2: C1CNP(=O)(OC1)N(CCCl)CCCl. Cell line: PC-3. Synergy scores: CSS=-0.171, Synergy_ZIP=-0.161, Synergy_Bliss=-1.21, Synergy_Loewe=-3.25, Synergy_HSA=-3.02.